From a dataset of Full USPTO retrosynthesis dataset with 1.9M reactions from patents (1976-2016). Predict the reactants needed to synthesize the given product. (1) The reactants are: Cl[C:2]1[C:7]([C:8]([NH2:10])=[O:9])=[CH:6][N:5]=[C:4]2[NH:11][C:12]([C:14]3[CH:19]=[CH:18][C:17]([F:20])=[CH:16][CH:15]=3)=[CH:13][C:3]=12.Cl.[CH3:22][C@@H:23]1[CH2:28][CH2:27][CH2:26][CH2:25][C@@H:24]1[NH2:29].C(N(CC)C(C)C)(C)C.CN1CCN(C)C1=O. Given the product [F:20][C:17]1[CH:18]=[CH:19][C:14]([C:12]2[NH:11][C:4]3=[N:5][CH:6]=[C:7]([C:8]([NH2:10])=[O:9])[C:2]([NH:29][C@H:24]4[CH2:25][CH2:26][CH2:27][CH2:28][C@H:23]4[CH3:22])=[C:3]3[CH:13]=2)=[CH:15][CH:16]=1, predict the reactants needed to synthesize it. (2) Given the product [ClH:1].[Cl:1][C:2]1[CH:23]=[C:22]([O:24][CH2:25][CH:26]=[C:27]([Cl:28])[Cl:29])[CH:21]=[C:20]([Cl:30])[C:3]=1[O:4][CH2:5][CH2:6][CH2:7][O:8][NH2:9], predict the reactants needed to synthesize it. The reactants are: [Cl:1][C:2]1[CH:23]=[C:22]([O:24][CH2:25][CH:26]=[C:27]([Cl:29])[Cl:28])[CH:21]=[C:20]([Cl:30])[C:3]=1[O:4][CH2:5][CH2:6][CH2:7][O:8][N:9]1C(=O)C2=CC=CC=C2C1=O.CO.O.NN. (3) Given the product [CH2:13]([N:11]1[CH:12]=[C:8]([C:6](=[O:7])[N:5]([CH2:41][CH2:42][CH2:43][CH3:44])[CH2:1][CH2:2][CH2:3][CH3:4])[N:9]=[C:10]1[C:21]1[CH:30]=[CH:29][C:24]([C:25]([O:27][CH3:28])=[O:26])=[CH:23][C:22]=1[C:31]([OH:33])=[O:32])[C:14]1[CH:19]=[CH:18][CH:17]=[CH:16][CH:15]=1, predict the reactants needed to synthesize it. The reactants are: [CH2:1]([N:5]([CH2:41][CH2:42][CH2:43][CH3:44])[C:6]([C:8]1[N:9]=[C:10]([C:21]2[CH:30]=[CH:29][C:24]([C:25]([O:27][CH3:28])=[O:26])=[CH:23][C:22]=2[C:31]([O:33]CC2C=CC=CC=2)=[O:32])[N:11]([CH2:13][CH2:14][C:15]2C=[CH:19][CH:18]=[CH:17][CH:16]=2)[CH:12]=1)=[O:7])[CH2:2][CH2:3][CH3:4]. (4) The reactants are: [CH3:1][O:2][C:3](=[O:34])[CH:4]([C:20]1[CH:25]=[CH:24][C:23]([O:26][Si:27]([C:30]([CH3:33])([CH3:32])[CH3:31])([CH3:29])[CH3:28])=[CH:22][CH:21]=1)[NH:5][S:6]([C:9]1[CH:14]=[CH:13][C:12]([O:15][CH2:16][C:17]#[C:18][CH3:19])=[CH:11][CH:10]=1)(=[O:8])=[O:7].[H-].[Na+].I[CH3:38]. Given the product [CH3:1][O:2][C:3](=[O:34])[CH:4]([C:20]1[CH:21]=[CH:22][C:23]([O:26][Si:27]([C:30]([CH3:33])([CH3:32])[CH3:31])([CH3:28])[CH3:29])=[CH:24][CH:25]=1)[N:5]([S:6]([C:9]1[CH:10]=[CH:11][C:12]([O:15][CH2:16][C:17]#[C:18][CH3:19])=[CH:13][CH:14]=1)(=[O:8])=[O:7])[CH3:38], predict the reactants needed to synthesize it. (5) Given the product [F:38][C:39]1[CH:44]=[C:43]([F:45])[CH:42]=[CH:41][C:40]=1[S:46]([NH:9][C:8]1[C:3]([O:2][CH3:1])=[N:4][CH:5]=[C:6]([C:10]2[O:18][C:17]3[C:16]([C:19]4[CH:24]=[C:23]([CH3:25])[C:22]([O:26][CH3:27])=[C:21]([CH3:28])[CH:20]=4)=[CH:15][N:14]=[CH:13][C:12]=3[CH:11]=2)[CH:7]=1)(=[O:48])=[O:47], predict the reactants needed to synthesize it. The reactants are: [CH3:1][O:2][C:3]1[C:8]([NH2:9])=[CH:7][C:6]([C:10]2[O:18][C:17]3[C:16]([C:19]4[CH:24]=[C:23]([CH3:25])[C:22]([O:26][CH3:27])=[C:21]([CH3:28])[CH:20]=4)=[CH:15][N:14]=[CH:13][C:12]=3[CH:11]=2)=[CH:5][N:4]=1.C(N(C(C)C)CC)(C)C.[F:38][C:39]1[CH:44]=[C:43]([F:45])[CH:42]=[CH:41][C:40]=1[S:46](Cl)(=[O:48])=[O:47].O. (6) Given the product [Cl:10][C:7]1[CH:8]=[CH:9][C:4]([CH2:3][CH2:2][N:19]2[C:14]3[C:13]([Cl:12])=[CH:18][CH:17]=[CH:16][C:15]=3[C:24]3[CH2:23][N:22]([CH3:21])[CH2:27][CH2:26][C:25]2=3)=[CH:5][CH:6]=1, predict the reactants needed to synthesize it. The reactants are: Br[CH2:2][CH2:3][C:4]1[CH:9]=[CH:8][C:7]([Cl:10])=[CH:6][CH:5]=1.Cl.[Cl:12][C:13]1[CH:18]=[CH:17][CH:16]=[CH:15][C:14]=1[NH:19]N.[CH3:21][N:22]1[CH2:27][CH2:26][C:25](=O)[CH2:24][CH2:23]1.